From a dataset of CYP2D6 inhibition data for predicting drug metabolism from PubChem BioAssay. Regression/Classification. Given a drug SMILES string, predict its absorption, distribution, metabolism, or excretion properties. Task type varies by dataset: regression for continuous measurements (e.g., permeability, clearance, half-life) or binary classification for categorical outcomes (e.g., BBB penetration, CYP inhibition). Dataset: cyp2d6_veith. The compound is Cc1nn(CC(=O)N2CCOCC2)c(C)c1[N+](=O)[O-]. The result is 0 (non-inhibitor).